This data is from NCI-60 drug combinations with 297,098 pairs across 59 cell lines. The task is: Regression. Given two drug SMILES strings and cell line genomic features, predict the synergy score measuring deviation from expected non-interaction effect. (1) Drug 1: CC1=C(C=C(C=C1)NC2=NC=CC(=N2)N(C)C3=CC4=NN(C(=C4C=C3)C)C)S(=O)(=O)N.Cl. Drug 2: C(CN)CNCCSP(=O)(O)O. Cell line: HOP-62. Synergy scores: CSS=5.06, Synergy_ZIP=-1.46, Synergy_Bliss=-2.41, Synergy_Loewe=-4.56, Synergy_HSA=-1.74. (2) Drug 1: C1=CC(=CC=C1CC(C(=O)O)N)N(CCCl)CCCl.Cl. Drug 2: C(CN)CNCCSP(=O)(O)O. Cell line: SN12C. Synergy scores: CSS=3.56, Synergy_ZIP=-2.49, Synergy_Bliss=2.95, Synergy_Loewe=-17.5, Synergy_HSA=0.438. (3) Drug 1: CC1=C(C=C(C=C1)NC(=O)C2=CC=C(C=C2)CN3CCN(CC3)C)NC4=NC=CC(=N4)C5=CN=CC=C5. Drug 2: CN(CCCl)CCCl.Cl. Cell line: COLO 205. Synergy scores: CSS=40.0, Synergy_ZIP=-5.38, Synergy_Bliss=-4.39, Synergy_Loewe=0.0307, Synergy_HSA=1.34. (4) Drug 1: CC12CCC(CC1=CCC3C2CCC4(C3CC=C4C5=CN=CC=C5)C)O. Drug 2: CN1CCC(CC1)COC2=C(C=C3C(=C2)N=CN=C3NC4=C(C=C(C=C4)Br)F)OC. Cell line: UACC62. Synergy scores: CSS=12.3, Synergy_ZIP=-0.124, Synergy_Bliss=2.65, Synergy_Loewe=0.853, Synergy_HSA=3.29. (5) Drug 1: CC1=CC2C(CCC3(C2CCC3(C(=O)C)OC(=O)C)C)C4(C1=CC(=O)CC4)C. Drug 2: C1=NC2=C(N=C(N=C2N1C3C(C(C(O3)CO)O)O)F)N. Cell line: MCF7. Synergy scores: CSS=-15.1, Synergy_ZIP=4.92, Synergy_Bliss=-0.612, Synergy_Loewe=-12.3, Synergy_HSA=-11.9. (6) Drug 1: CC12CCC(CC1=CCC3C2CCC4(C3CC=C4C5=CN=CC=C5)C)O. Drug 2: CC1C(C(=O)NC(C(=O)N2CCCC2C(=O)N(CC(=O)N(C(C(=O)O1)C(C)C)C)C)C(C)C)NC(=O)C3=C4C(=C(C=C3)C)OC5=C(C(=O)C(=C(C5=N4)C(=O)NC6C(OC(=O)C(N(C(=O)CN(C(=O)C7CCCN7C(=O)C(NC6=O)C(C)C)C)C)C(C)C)C)N)C. Cell line: T-47D. Synergy scores: CSS=15.1, Synergy_ZIP=11.3, Synergy_Bliss=18.7, Synergy_Loewe=17.1, Synergy_HSA=17.6. (7) Drug 1: CC12CCC3C(C1CCC2=O)CC(=C)C4=CC(=O)C=CC34C. Drug 2: CC1=C(C(=CC=C1)Cl)NC(=O)C2=CN=C(S2)NC3=CC(=NC(=N3)C)N4CCN(CC4)CCO. Cell line: SF-539. Synergy scores: CSS=34.8, Synergy_ZIP=-2.25, Synergy_Bliss=0.366, Synergy_Loewe=-29.0, Synergy_HSA=1.30. (8) Drug 1: CC12CCC3C(C1CCC2O)C(CC4=C3C=CC(=C4)O)CCCCCCCCCS(=O)CCCC(C(F)(F)F)(F)F. Drug 2: CS(=O)(=O)OCCCCOS(=O)(=O)C. Cell line: HOP-92. Synergy scores: CSS=3.02, Synergy_ZIP=-1.14, Synergy_Bliss=3.49, Synergy_Loewe=-0.463, Synergy_HSA=0.398. (9) Drug 1: COC1=C(C=C2C(=C1)N=CN=C2NC3=CC(=C(C=C3)F)Cl)OCCCN4CCOCC4. Drug 2: C1CN(CCN1C(=O)CCBr)C(=O)CCBr. Cell line: LOX IMVI. Synergy scores: CSS=27.6, Synergy_ZIP=-4.15, Synergy_Bliss=1.13, Synergy_Loewe=1.68, Synergy_HSA=4.44. (10) Drug 1: CN1C(=O)N2C=NC(=C2N=N1)C(=O)N. Drug 2: C1CN(CCN1C(=O)CCBr)C(=O)CCBr. Cell line: TK-10. Synergy scores: CSS=3.98, Synergy_ZIP=-2.14, Synergy_Bliss=0.0301, Synergy_Loewe=-6.82, Synergy_HSA=-2.08.